This data is from Peptide-MHC class II binding affinity with 134,281 pairs from IEDB. The task is: Regression. Given a peptide amino acid sequence and an MHC pseudo amino acid sequence, predict their binding affinity value. This is MHC class II binding data. (1) The binding affinity (normalized) is 0.399. The MHC is DRB1_0802 with pseudo-sequence DRB1_0802. The peptide sequence is LLNEFNNLYADKVSV. (2) The peptide sequence is VHRGAVPRRGPRGGP. The MHC is DRB1_0401 with pseudo-sequence DRB1_0401. The binding affinity (normalized) is 0.199. (3) The peptide sequence is LRTLVLAPTRVVLSE. The MHC is DRB1_0701 with pseudo-sequence DRB1_0701. The binding affinity (normalized) is 0.872. (4) The peptide sequence is AVTYYKEADYSQIPI. The MHC is DRB4_0101 with pseudo-sequence DRB4_0103. The binding affinity (normalized) is 0. (5) The peptide sequence is AGWDTVLQSITTILA. The MHC is DRB1_1201 with pseudo-sequence DRB1_1201. The binding affinity (normalized) is 0.440. (6) The peptide sequence is DQYKDLCHMHTGVVV. The MHC is DRB1_0901 with pseudo-sequence DRB1_0901. The binding affinity (normalized) is 0.603. (7) The peptide sequence is INEPTAACIAYGLDR. The MHC is HLA-DQA10401-DQB10402 with pseudo-sequence HLA-DQA10401-DQB10402. The binding affinity (normalized) is 0.521.